This data is from Peptide-MHC class I binding affinity with 185,985 pairs from IEDB/IMGT. The task is: Regression. Given a peptide amino acid sequence and an MHC pseudo amino acid sequence, predict their binding affinity value. This is MHC class I binding data. (1) The peptide sequence is EMWAQDAAM. The MHC is HLA-B27:05 with pseudo-sequence HLA-B27:05. The binding affinity (normalized) is 0. (2) The peptide sequence is SRGDKQRGG. The MHC is Mamu-B08 with pseudo-sequence Mamu-B08. The binding affinity (normalized) is 0.